From a dataset of TCR-epitope binding with 47,182 pairs between 192 epitopes and 23,139 TCRs. Binary Classification. Given a T-cell receptor sequence (or CDR3 region) and an epitope sequence, predict whether binding occurs between them. (1) The epitope is VLAWLYAAV. The TCR CDR3 sequence is CATSDRGQGFNQPQHF. Result: 0 (the TCR does not bind to the epitope). (2) The epitope is LPRRSGAAGA. The TCR CDR3 sequence is CASSLSTQPLGDEQFF. Result: 1 (the TCR binds to the epitope). (3) The epitope is IIKDYGKQM. The TCR CDR3 sequence is CASSQDRRESGGELFF. Result: 0 (the TCR does not bind to the epitope). (4) The epitope is LLQTGIHVRVSQPSL. The TCR CDR3 sequence is CSAVEGAGGGETQYF. Result: 1 (the TCR binds to the epitope). (5) The epitope is RILGAGCFV. The TCR CDR3 sequence is CASSYSSGQLTGELFF. Result: 0 (the TCR does not bind to the epitope). (6) The epitope is YSEHPTFTSQY. The TCR CDR3 sequence is CASSQGQGSYEQYF. Result: 0 (the TCR does not bind to the epitope). (7) Result: 1 (the TCR binds to the epitope). The TCR CDR3 sequence is CASSFGDNQPQHF. The epitope is GLIYNRMGAVTTEV. (8) The epitope is TLVPQEHYV. The TCR CDR3 sequence is CASSPPVLGGANVLTF. Result: 0 (the TCR does not bind to the epitope). (9) The epitope is KTSVDCTMYI. The TCR CDR3 sequence is CSVELAGRGYEQYF. Result: 0 (the TCR does not bind to the epitope). (10) The epitope is LLDFVRFMGV. The TCR CDR3 sequence is CASSGGVQGEQFF. Result: 0 (the TCR does not bind to the epitope).